This data is from Catalyst prediction with 721,799 reactions and 888 catalyst types from USPTO. The task is: Predict which catalyst facilitates the given reaction. (1) Reactant: CC([O-])(C)C.[K+].[CH2:7]1[CH2:11][O:10][CH2:9][CH2:8]1.[NH:12]1[C:20]2C(=CC=CC=2)[C:14]([CH2:21]C(N)=O)=[CH:13]1.C(O[C:28](=O)[C:29]([C:31]1[CH:32]=[CH:33][CH:34]=[C:35]2[C:39]=1[N:38](C)[CH:37]=[CH:36]2)=O)C.Cl.[CH3:43][N:44]([CH:46]=[O:47])[CH3:45]. Product: [CH3:43][N:44]1[C:46](=[O:47])[C:28]2[C:29]([C:31]3[C:32](=[CH:33][CH2:34][C:35]4[C:39]=3[N:38]=[CH:37][CH:36]=4)[C:20]3[C:11]=2[C:7]2[CH2:8][C:9](=[O:10])[CH:21]=[CH:14][C:13]=2[N:12]=3)=[CH:45]1. The catalyst class is: 25. (2) Reactant: [CH3:1][C@@:2]12[C:10](=[O:11])[CH2:9][CH2:8][C@H:7]1[C@@H:6]1[CH2:12][CH:13]=[C:14]3[CH2:19][C@@H:18]([OH:20])[CH2:17][CH2:16][C@:15]3([CH3:21])[C@H:5]1[CH2:4][CH2:3]2.[C:22]([OH:30])(=[O:29])[CH2:23][CH2:24][CH2:25][C:26]([OH:28])=[O:27]. Product: [CH3:1][C@@:2]12[C:10](=[O:11])[CH2:9][CH2:8][C@H:7]1[C@@H:6]1[CH2:12][CH:13]=[C:14]3[CH2:19][C@@H:18]([OH:20])[CH2:17][CH2:16][C@:15]3([CH3:21])[C@H:5]1[CH2:4][CH2:3]2.[C:22]([OH:30])(=[O:29])[CH2:23][CH2:24][CH2:25][C:26]([OH:28])=[O:27]. The catalyst class is: 21.